Task: Predict the product of the given reaction.. Dataset: Forward reaction prediction with 1.9M reactions from USPTO patents (1976-2016) (1) Given the reactants [CH2:1]([O:8][C:9]1[CH:16]=[CH:15][C:12]([CH:13]=[O:14])=[CH:11][C:10]=1[O:17][CH3:18])[C:2]1[CH:7]=[CH:6][CH:5]=[CH:4][CH:3]=1.[CH3:19][O:20][CH2:21][C:22]([O:24][CH3:25])=[O:23].C[Si]([N-][Si](C)(C)C)(C)C.[Na+], predict the reaction product. The product is: [CH3:25][O:24][C:22](=[O:23])[CH:21]([O:20][CH3:19])[CH:13]([C:12]1[CH:15]=[CH:16][C:9]([O:8][CH2:1][C:2]2[CH:3]=[CH:4][CH:5]=[CH:6][CH:7]=2)=[C:10]([O:17][CH3:18])[CH:11]=1)[OH:14]. (2) Given the reactants [CH2:1]1[CH2:31][O:30][C:3]2([CH2:20][CH2:19][C:18]3[C@@:5](O)([CH2:6][CH2:7][C@@H:8]4[C:17]=3[C@@H:16]([C:21]3[CH:26]=[CH:25][C:24]([Br:27])=[CH:23][CH:22]=3)[CH2:15][C@@:13]3([CH3:14])[C@H:9]4[CH2:10][CH2:11][C:12]3=[O:28])[CH2:4]2)[O:2]1.C(OC(=O)C)(=O)C, predict the reaction product. The product is: [CH2:31]1[CH2:1][O:2][C:3]2([CH2:20][CH2:19][C:18]3[C:5]([CH2:6][CH2:7][C@@H:8]4[C:17]=3[C@@H:16]([C:21]3[CH:26]=[CH:25][C:24]([Br:27])=[CH:23][CH:22]=3)[CH2:15][C@@:13]3([CH3:14])[C@H:9]4[CH2:10][CH2:11][C:12]3=[O:28])=[CH:4]2)[O:30]1. (3) Given the reactants [O:1]1CCO[C:2]21[CH2:10][CH:9]1[CH2:11][CH2:12][CH:6]2[CH2:7][C:8]1=[O:13].C(C1C=C(C)C(C(C)(C)C)=CN=1)(C)(C)C.[F:29][C:30]([F:43])([F:42])[S:31](O[S:31]([C:30]([F:43])([F:42])[F:29])(=[O:33])=[O:32])(=[O:33])=[O:32], predict the reaction product. The product is: [O:13]=[C:8]1[CH2:7][C@H:6]2[CH2:12][CH2:11][C@@H:9]1[CH:10]=[C:2]2[O:1][S:31]([C:30]([F:43])([F:42])[F:29])(=[O:33])=[O:32]. (4) Given the reactants Cl.[CH3:2][C:3]1[CH:18]=[CH:17][C:6]2[NH:7][C:8]3[CH:16]=[CH:15][CH:14]=[CH:13][C:9]=3[N:10]=[C:11]([NH2:12])[C:5]=2[CH:4]=1.[CH2:19]([C@H:27]1[CH2:32]N[CH2:30][CH2:29][NH:28]1)[CH2:20][C:21]1[CH:26]=[CH:25][CH:24]=[CH:23][CH:22]=1.C(N(CC)C(C)C)(C)C.CS(C)=O, predict the reaction product. The product is: [CH3:2][C:3]1[CH:18]=[CH:17][C:6]2[NH:7][C:8]3[CH:16]=[CH:15][CH:14]=[CH:13][C:9]=3[N:10]=[C:11]([N:12]3[CH2:30][CH2:29][NH:28][C@@H:27]([CH2:19][CH2:20][C:21]4[CH:22]=[CH:23][CH:24]=[CH:25][CH:26]=4)[CH2:32]3)[C:5]=2[CH:4]=1. (5) Given the reactants C[Si]([N-][Si](C)(C)C)(C)C.[Na+].[CH2:11]([O:13][C:14]1[CH:15]=[C:16]([CH:18]=[CH:19][CH:20]=1)[NH2:17])[CH3:12].[C:21]1([CH3:29])[CH:26]=[CH:25][C:24]([C:27]#[N:28])=[CH:23][CH:22]=1.ClCCl, predict the reaction product. The product is: [CH2:11]([O:13][C:14]1[CH:15]=[C:16]([NH:17][C:27]([C:24]2[CH:25]=[CH:26][C:21]([CH3:29])=[CH:22][CH:23]=2)=[NH:28])[CH:18]=[CH:19][CH:20]=1)[CH3:12]. (6) Given the reactants Cl[C:2]1[CH:3]=[CH:4][C:5]2[C:14]3[C:9](=[C:10]([CH3:15])[N:11]=[CH:12][CH:13]=3)[C:8](=[O:16])[N:7]([CH3:17])[C:6]=2[CH:18]=1.[F:19][C:20]([F:34])=[CH:21][CH2:22][C@H:23]([NH:26][C:27](=[O:33])[O:28][C:29]([CH3:32])([CH3:31])[CH3:30])[CH2:24][OH:25].C(P(C(C)(C)C)C1C=CC=CC=1C1C(C(C)C)=CC(C(C)C)=CC=1C(C)C)(C)(C)C.C([O-])([O-])=O.[Cs+].[Cs+], predict the reaction product. The product is: [CH3:15][C:10]1[N:11]=[CH:12][CH:13]=[C:14]2[C:9]=1[C:8](=[O:16])[N:7]([CH3:17])[C:6]1[CH:18]=[C:2]([O:25][CH2:24][C@@H:23]([NH:26][C:27](=[O:33])[O:28][C:29]([CH3:31])([CH3:30])[CH3:32])[CH2:22][CH:21]=[C:20]([F:34])[F:19])[CH:3]=[CH:4][C:5]2=1.